This data is from Full USPTO retrosynthesis dataset with 1.9M reactions from patents (1976-2016). The task is: Predict the reactants needed to synthesize the given product. (1) Given the product [Cl:1][C:2]1[CH:3]=[C:4]([S:8]([NH:11][C:12]2[CH:20]=[CH:19][C:15]([C:16]([O:18][CH:23]3[CH2:27][CH2:26][O:25][CH2:24]3)=[O:17])=[C:14]([OH:21])[CH:13]=2)(=[O:9])=[O:10])[S:5][C:6]=1[Cl:7], predict the reactants needed to synthesize it. The reactants are: [Cl:1][C:2]1[CH:3]=[C:4]([S:8]([NH:11][C:12]2[CH:20]=[CH:19][C:15]([C:16]([OH:18])=[O:17])=[C:14]([OH:21])[CH:13]=2)(=[O:10])=[O:9])[S:5][C:6]=1[Cl:7].O[CH:23]1[CH2:27][CH2:26][O:25][CH2:24]1. (2) Given the product [F:1][C:2]1[CH:3]=[N:4][C:5]2[C:10]([C:11]=1[CH2:12][CH2:13][N:21]1[CH2:22]/[C:18](=[N:17]\[OH:16])/[C@H:19]([CH2:23][NH:24][C:25](=[O:34])[O:26][CH2:27][C:28]3[CH:33]=[CH:32][CH:31]=[CH:30][CH:29]=3)[CH2:20]1)=[N:36][C:8]([O:14][CH3:15])=[CH:7][CH:6]=2, predict the reactants needed to synthesize it. The reactants are: [F:1][C:2]1[CH:3]=[N:4][C:5]2[C:10]([C:11]=1[CH:12]=[CH2:13])=C[C:8]([O:14][CH3:15])=[CH:7][CH:6]=2.[OH:16]/[N:17]=[C:18]1/[C@H:19]([CH2:23][NH:24][C:25](=[O:34])[O:26][CH2:27][C:28]2[CH:33]=[CH:32][CH:31]=[CH:30][CH:29]=2)[CH2:20][NH:21][CH2:22]/1.C[N:36](C=O)C. (3) Given the product [OH:1][NH:2][C:3]([C:5]1[CH:14]=[C:13]2[C:8]([CH2:9][CH2:10][CH:11]([NH:15][C:16]([C:18]3([CH3:31])[CH2:23][CH2:22][NH:21][CH2:20][CH2:19]3)=[O:17])[CH2:12]2)=[CH:7][CH:6]=1)=[O:4], predict the reactants needed to synthesize it. The reactants are: [OH:1][NH:2][C:3]([C:5]1[CH:14]=[C:13]2[C:8]([CH2:9][CH2:10][CH:11]([NH:15][C:16]([C:18]3([CH3:31])[CH2:23][CH2:22][N:21](C(OC(C)(C)C)=O)[CH2:20][CH2:19]3)=[O:17])[CH2:12]2)=[CH:7][CH:6]=1)=[O:4].Cl.